Dataset: Peptide-MHC class II binding affinity with 134,281 pairs from IEDB. Task: Regression. Given a peptide amino acid sequence and an MHC pseudo amino acid sequence, predict their binding affinity value. This is MHC class II binding data. (1) The peptide sequence is YNTDGSTDYGILQINSR. The MHC is DRB1_1101 with pseudo-sequence DRB1_1101. The binding affinity (normalized) is 0.433. (2) The peptide sequence is CLKPVILTDGPERVI. The MHC is DRB3_0101 with pseudo-sequence DRB3_0101. The binding affinity (normalized) is 0.839. (3) The peptide sequence is MKINRQILDNAAKYV. The MHC is HLA-DQA10101-DQB10501 with pseudo-sequence HLA-DQA10101-DQB10501. The binding affinity (normalized) is 0.278. (4) The peptide sequence is EFVKIVQKRGIVKENI. The MHC is HLA-DPA10301-DPB10402 with pseudo-sequence HLA-DPA10301-DPB10402. The binding affinity (normalized) is 0.267. (5) The peptide sequence is KTFDTEYQKTKLNDW. The MHC is DRB1_0101 with pseudo-sequence DRB1_0101. The binding affinity (normalized) is 0.286. (6) The peptide sequence is MFFVKNPTDTGHGTV. The MHC is HLA-DQA10601-DQB10402 with pseudo-sequence HLA-DQA10601-DQB10402. The binding affinity (normalized) is 0.264. (7) The peptide sequence is VKYAVFEAALTKAIT. The MHC is DRB1_0701 with pseudo-sequence DRB1_0701. The binding affinity (normalized) is 0.877. (8) The peptide sequence is TVDLSTKPQQGPRTP. The MHC is DRB1_0101 with pseudo-sequence DRB1_0101. The binding affinity (normalized) is 0.0250. (9) The peptide sequence is FDPYGATISATPKSA. The MHC is HLA-DQA10401-DQB10402 with pseudo-sequence HLA-DQA10401-DQB10402. The binding affinity (normalized) is 0.457. (10) The peptide sequence is TRKYLPAIVREAIKR. The MHC is DRB1_0404 with pseudo-sequence DRB1_0404. The binding affinity (normalized) is 0.467.